This data is from Full USPTO retrosynthesis dataset with 1.9M reactions from patents (1976-2016). The task is: Predict the reactants needed to synthesize the given product. (1) Given the product [Cl:6][C:7]1[CH:8]=[CH:9][C:10]([C:32]([O:34][CH3:35])=[O:33])=[C:11]2[C:15]=1[N:14]=[C:13]1[N:16]([C:17]3[C:22]([O:23][CH3:24])=[N:21][C:20]([CH3:25])=[N:19][C:18]=3[O:26][CH3:27])[CH2:30][CH2:29][CH2:28][N:12]21, predict the reactants needed to synthesize it. The reactants are: CS(Cl)(=O)=O.[Cl:6][C:7]1[C:15]2[N:14]=[C:13]([NH:16][C:17]3[C:18]([O:26][CH3:27])=[N:19][C:20]([CH3:25])=[N:21][C:22]=3[O:23][CH3:24])[N:12]([CH2:28][CH2:29][CH2:30]O)[C:11]=2[C:10]([C:32]([O:34][CH3:35])=[O:33])=[CH:9][CH:8]=1.S([O-])(=O)(=O)C.C(=O)([O-])[O-].[K+].[K+]. (2) Given the product [CH2:18]([NH:19][C@H:7]1[C@H:9]([OH:8])[CH2:10][CH2:11][C:2]2([O:3][CH2:4][CH2:5][O:1]2)[CH2:6]1)[C:12]1[CH:17]=[CH:16][CH:15]=[CH:14][CH:13]=1, predict the reactants needed to synthesize it. The reactants are: [O:1]1[CH2:5][CH2:4][O:3][C:2]21[CH2:11][CH2:10][CH:9]1[CH:7]([O:8]1)[CH2:6]2.[C:12]1([CH2:18][NH2:19])[CH:17]=[CH:16][CH:15]=[CH:14][CH:13]=1. (3) Given the product [Cl:37][C:21]1[C:22]([NH:24][C:25]2[CH:30]=[CH:29][CH:28]=[CH:27][C:26]=2[S:31]([CH:34]([CH3:36])[CH3:35])(=[O:33])=[O:32])=[N:23][C:18]([NH:14][C:11]2[CH:12]=[CH:13][C:8]3[CH2:7][N:6]([CH2:15][CH3:16])[CH2:5][CH2:4][N:3]([CH2:1][CH3:2])[C:9]=3[CH:10]=2)=[N:19][CH:20]=1, predict the reactants needed to synthesize it. The reactants are: [CH2:1]([N:3]1[C:9]2[CH:10]=[C:11]([NH2:14])[CH:12]=[CH:13][C:8]=2[CH2:7][N:6]([CH2:15][CH3:16])[CH2:5][CH2:4]1)[CH3:2].Cl[C:18]1[N:23]=[C:22]([NH:24][C:25]2[CH:30]=[CH:29][CH:28]=[CH:27][C:26]=2[S:31]([CH:34]([CH3:36])[CH3:35])(=[O:33])=[O:32])[C:21]([Cl:37])=[CH:20][N:19]=1. (4) Given the product [NH:10]1[C:4]2[C:5](=[N:6][CH:7]=[C:2]([C:66]([O:69][CH3:70])=[O:68])[CH:3]=2)[CH:8]=[N:9]1, predict the reactants needed to synthesize it. The reactants are: Br[C:2]1[CH:3]=[C:4]2[NH:10][N:9]=[CH:8][C:5]2=[N:6][CH:7]=1.C(N(CC)CC)C.C1(P(C2C=CC=CC=2)C2C=CC3C(=CC=CC=3)C=2C2C3C(=CC=CC=3)C=CC=2P(C2C=CC=CC=2)C2C=CC=CC=2)C=CC=CC=1.[C]=O.[C:66]([O:69][CH2:70]C)(=[O:68])C. (5) Given the product [Br:1][C:2]1[CH:10]=[CH:9][C:5]([C:6]([N:20]([CH3:21])[CH3:18])=[O:7])=[C:4]([F:11])[CH:3]=1, predict the reactants needed to synthesize it. The reactants are: [Br:1][C:2]1[CH:10]=[CH:9][C:5]([C:6](O)=[O:7])=[C:4]([F:11])[CH:3]=1.C(Cl)(=O)C(Cl)=O.[CH2:18]([N:20](CC)[CH2:21]C)C.CNC.